The task is: Predict the reaction yield, written as a fraction of the theoretical maximum amount of product (1.0 means a 100% yield; for example, 0.34 means a 34% yield).. This data is from Reaction yield outcomes from USPTO patents with 853,638 reactions. The reactants are [Br:1][C:2]1[CH:3]=[N:4][C:5]([C:8](Cl)=[O:9])=[N:6][CH:7]=1.[CH3:11][NH:12][CH3:13]. The catalyst is O1CCCC1.C(OCC)(=O)C. The product is [Br:1][C:2]1[CH:3]=[N:4][C:5]([C:8]([N:12]([CH3:13])[CH3:11])=[O:9])=[N:6][CH:7]=1. The yield is 0.770.